Dataset: Full USPTO retrosynthesis dataset with 1.9M reactions from patents (1976-2016). Task: Predict the reactants needed to synthesize the given product. (1) Given the product [CH3:22][C:12]1[CH:17]=[CH:16][C:15]([S:18]([O:11][C@@H:9]([C:4]2[CH:3]=[C:2]([Cl:1])[CH:7]=[C:6]([Cl:8])[CH:5]=2)[CH3:10])(=[O:20])=[O:19])=[CH:14][CH:13]=1, predict the reactants needed to synthesize it. The reactants are: [Cl:1][C:2]1[CH:3]=[C:4]([C@H:9]([OH:11])[CH3:10])[CH:5]=[C:6]([Cl:8])[CH:7]=1.[C:12]1([CH3:22])[CH:17]=[CH:16][C:15]([S:18](Cl)(=[O:20])=[O:19])=[CH:14][CH:13]=1.C(N(CC)CC)C. (2) Given the product [C:1]([C:5]1[N:10]=[C:9]([N:11]2[CH2:16][CH2:15][N:14]([CH2:17][CH2:18][CH2:19][CH2:20][NH:21][C:31]([N:44]3[CH2:45][CH2:46][N:41]([CH:38]4[CH2:40][CH2:39]4)[CH2:42][CH:43]3[C:47]3[CH:52]=[CH:51][CH:50]=[CH:49][CH:48]=3)=[O:32])[CH2:13][CH2:12]2)[CH:8]=[C:7]([C:22]([F:24])([F:25])[F:23])[N:6]=1)([CH3:4])([CH3:2])[CH3:3], predict the reactants needed to synthesize it. The reactants are: [C:1]([C:5]1[N:10]=[C:9]([N:11]2[CH2:16][CH2:15][N:14]([CH2:17][CH2:18][CH2:19][CH2:20][NH2:21])[CH2:13][CH2:12]2)[CH:8]=[C:7]([C:22]([F:25])([F:24])[F:23])[N:6]=1)([CH3:4])([CH3:3])[CH3:2].C1N=CN([C:31](N2C=NC=C2)=[O:32])C=1.[CH:38]1([N:41]2[CH2:46][CH2:45][NH:44][CH:43]([C:47]3[CH:52]=[CH:51][CH:50]=[CH:49][CH:48]=3)[CH2:42]2)[CH2:40][CH2:39]1. (3) Given the product [Si:12]([O:1][CH2:2][CH2:3][C:4](=[O:6])[CH3:5])([C:15]([CH3:18])([CH3:17])[CH3:16])([CH3:14])[CH3:13], predict the reactants needed to synthesize it. The reactants are: [OH:1][CH2:2][CH2:3][C:4](=[O:6])[CH3:5].N1C=CN=C1.[Si:12](Cl)([C:15]([CH3:18])([CH3:17])[CH3:16])([CH3:14])[CH3:13]. (4) Given the product [F:1][C:2]1[CH:10]=[CH:9][C:5]([C:6]([O:8][CH3:19])=[O:7])=[CH:4][C:3]=1[C:11]([F:12])([F:13])[F:14], predict the reactants needed to synthesize it. The reactants are: [F:1][C:2]1[CH:10]=[CH:9][C:5]([C:6]([OH:8])=[O:7])=[CH:4][C:3]=1[C:11]([F:14])([F:13])[F:12].O=S(Cl)Cl.[CH3:19]O. (5) Given the product [C:1]([OH:20])(=[O:19])[CH2:2][CH2:3][CH2:4][CH2:5][CH2:6][CH2:7][CH2:8][CH2:9][CH2:10][CH2:11][CH2:12][CH2:13][CH2:14][CH2:15][CH3:16], predict the reactants needed to synthesize it. The reactants are: [C:1]([OH:20])(=[O:19])[CH2:2][CH2:3][CH2:4][CH2:5][CH2:6][CH2:7][CH2:8][CH2:9][CH2:10][CH2:11][CH2:12][CH2:13][CH2:14][CH2:15][CH2:16]CC. (6) Given the product [CH2:1]([C:3]1[S:37][C:6]2[N:7]([CH2:22][C:23]3[CH:28]=[CH:27][C:26]([C:29]4[C:30]([C:35]#[N:36])=[CH:31][CH:32]=[CH:33][CH:34]=4)=[CH:25][CH:24]=3)[C:8](=[O:21])[N:9]([CH2:12][CH2:13][N:14]3[CH:18]=[CH:17][N:16]=[C:15]3[CH2:19][OH:20])[C:10](=[O:11])[C:5]=2[CH:4]=1)[CH3:2], predict the reactants needed to synthesize it. The reactants are: [CH2:1]([C:3]1[S:37][C:6]2[N:7]([CH2:22][C:23]3[CH:28]=[CH:27][C:26]([C:29]4[C:30]([C:35]#[N:36])=[CH:31][CH:32]=[CH:33][CH:34]=4)=[CH:25][CH:24]=3)[C:8](=[O:21])[N:9]([CH2:12][CH2:13][N:14]3[CH:18]=[CH:17][N:16]=[C:15]3[CH:19]=[O:20])[C:10](=[O:11])[C:5]=2[CH:4]=1)[CH3:2].[BH4-].[Na+].